Dataset: Peptide-MHC class II binding affinity with 134,281 pairs from IEDB. Task: Regression. Given a peptide amino acid sequence and an MHC pseudo amino acid sequence, predict their binding affinity value. This is MHC class II binding data. (1) The peptide sequence is PGDSLAEVELRQHGS. The MHC is HLA-DPA10103-DPB10201 with pseudo-sequence HLA-DPA10103-DPB10201. The binding affinity (normalized) is 0.280. (2) The peptide sequence is EKKAFAATQFEPLAA. The binding affinity (normalized) is 0.864. The MHC is HLA-DPA10103-DPB10401 with pseudo-sequence HLA-DPA10103-DPB10401. (3) The peptide sequence is KVAATAANAAPANDKFTVFE. The MHC is HLA-DPA10103-DPB10401 with pseudo-sequence HLA-DPA10103-DPB10401. The binding affinity (normalized) is 0.140. (4) The peptide sequence is INEPTAAAIAYGFDR. The MHC is HLA-DQA10401-DQB10402 with pseudo-sequence HLA-DQA10401-DQB10402. The binding affinity (normalized) is 0.344. (5) The peptide sequence is EPGHLAPTGMFVAGA. The MHC is DRB5_0101 with pseudo-sequence DRB5_0101. The binding affinity (normalized) is 0.295. (6) The peptide sequence is MNIKLQMPLYVAGYK. The MHC is DRB4_0101 with pseudo-sequence DRB4_0103. The binding affinity (normalized) is 1.00.